From a dataset of Experimentally validated miRNA-target interactions with 360,000+ pairs, plus equal number of negative samples. Binary Classification. Given a miRNA mature sequence and a target amino acid sequence, predict their likelihood of interaction. The protein sequence of the target gene is MFARGSRRRRSGRAPPEAEDPDRGQPCNSCREQCPGFLLHGWRKICQHCKCPREEHAVHAVPVDLERIMCRLISDFQRHSISDDDSGCASEEYAWVPPGLKPEQVYQFFSCLPEDKVPYVNSPGEKYRIKQLLHQLPPHDSEAQYCTALEEEEKKELRAFSQQRKRENLGRGIVRIFPVTITGAICEECGKQIGGGDIAVFASRAGLGACWHPQCFVCTTCQELLVDLIYFYHVGKVYCGRHHAECLRPRCQACDEIIFSPECTEAEGRHWHMDHFCCFECEASLGGQRYVMRQSRPHCC.... Result: 0 (no interaction). The miRNA is mmu-miR-883a-5p with sequence UGCUGAGAGAAGUAGCAGUUAC.